This data is from Retrosynthesis with 50K atom-mapped reactions and 10 reaction types from USPTO. The task is: Predict the reactants needed to synthesize the given product. The reactants are: CC[Mg+].COc1ccc(C(=O)N(C)OC)cn1. Given the product CCC(=O)c1ccc(OC)nc1, predict the reactants needed to synthesize it.